From a dataset of Reaction yield outcomes from USPTO patents with 853,638 reactions. Predict the reaction yield, written as a fraction of the theoretical maximum amount of product (1.0 means a 100% yield; for example, 0.34 means a 34% yield). (1) The reactants are [F:1][C:2]([F:21])([F:20])[C:3]1[CH:4]=[C:5]([C:9]2[C:17]3[O:16][CH:15]([CH2:18][NH2:19])[CH2:14][C:13]=3[CH:12]=[CH:11][CH:10]=2)[CH:6]=[CH:7][CH:8]=1.C(N(C(C)C)CC)(C)C.Cl[C:32]([O:34][CH2:35][C:36]1[CH:41]=[CH:40][CH:39]=[CH:38][CH:37]=1)=[O:33].C1(C2C3OC(CNC(=O)OCC4C=CC=CC=4)CC=3C=CC=2)CCCC1. No catalyst specified. The product is [F:21][C:2]([F:20])([F:1])[C:3]1[CH:4]=[C:5]([C:9]2[C:17]3[O:16][CH:15]([CH2:18][NH:19][C:32](=[O:33])[O:34][CH2:35][C:36]4[CH:41]=[CH:40][CH:39]=[CH:38][CH:37]=4)[CH2:14][C:13]=3[CH:12]=[CH:11][CH:10]=2)[CH:6]=[CH:7][CH:8]=1. The yield is 0.970. (2) The reactants are [Cl:1][C:2]1[C:3]2[CH:16]=[CH:15][CH:14]=[CH:13][C:4]=2[S:5][C:6]=1[CH2:7][CH2:8][CH:9]([OH:12])[C:10]#[CH:11].[CH3:17][C:18]([Si:21](Cl)([CH3:23])[CH3:22])([CH3:20])[CH3:19].C(N(CC)CC)C.C(=O)(O)[O-].[Na+]. The catalyst is ClCCl.CN(C1C=CN=CC=1)C. The product is [C:18]([Si:21]([O:12][CH:9]([CH2:8][CH2:7][C:6]1[S:5][C:4]2[CH:13]=[CH:14][CH:15]=[CH:16][C:3]=2[C:2]=1[Cl:1])[C:10]#[CH:11])([CH3:23])[CH3:22])([CH3:20])([CH3:19])[CH3:17]. The yield is 0.730. (3) The reactants are [NH2:1][C:2]1[CH:7]=[C:6](Br)[N:5]=[C:4]([C:9]([O:11][CH3:12])=[O:10])[C:3]=1[Cl:13].[F:14][C:15]1[C:23]2[O:22][C:21]([C:24]3[CH:29]=[CH:28][CH:27]=[CH:26][CH:25]=3)=[N:20][C:19]=2[CH:18]=[CH:17][C:16]=1B(O)O.C([O-])([O-])=O.[K+].[K+].O. The catalyst is O1CCOCC1.Cl[Pd](Cl)([P](C1C=CC=CC=1)(C1C=CC=CC=1)C1C=CC=CC=1)[P](C1C=CC=CC=1)(C1C=CC=CC=1)C1C=CC=CC=1. The product is [NH2:1][C:2]1[CH:7]=[C:6]([C:16]2[CH:17]=[CH:18][C:19]3[N:20]=[C:21]([C:24]4[CH:29]=[CH:28][CH:27]=[CH:26][CH:25]=4)[O:22][C:23]=3[C:15]=2[F:14])[N:5]=[C:4]([C:9]([O:11][CH3:12])=[O:10])[C:3]=1[Cl:13]. The yield is 0.360. (4) The reactants are [CH3:1][C:2]([C:5]1[CH:13]=[C:9]([C:10]([OH:12])=O)[C:8]([OH:14])=[CH:7][CH:6]=1)([CH3:4])[CH3:3].[F:15][C:16]([F:29])([F:28])[C:17]1[CH:18]=[C:19]([CH:21]=[C:22]([C:24]([F:27])([F:26])[F:25])[CH:23]=1)[NH2:20]. No catalyst specified. The product is [F:15][C:16]([F:28])([F:29])[C:17]1[CH:18]=[C:19]([NH:20][C:10](=[O:12])[C:9]2[CH:13]=[C:5]([C:2]([CH3:1])([CH3:3])[CH3:4])[CH:6]=[CH:7][C:8]=2[OH:14])[CH:21]=[C:22]([C:24]([F:25])([F:27])[F:26])[CH:23]=1. The yield is 0.538. (5) The reactants are [CH:1]1[C:10]2[C:5](=[CH:6][CH:7]=[CH:8][CH:9]=2)[CH:4]=[C:3]([C:11]([OH:13])=O)[N:2]=1.CN(C(ON1N=NC2C=CC=CC1=2)=[N+](C)C)C.F[P-](F)(F)(F)(F)F.[CH3:38][O:39][C:40]([C:42]1[C:50]2[N:49]=[C:48]([NH2:51])[NH:47][C:46]=2[CH:45]=[C:44]([CH2:52][CH2:53][CH3:54])[CH:43]=1)=[O:41]. No catalyst specified. The product is [CH3:38][O:39][C:40]([C:42]1[C:50]2[N:49]=[C:48]([NH:51][C:11]([C:3]3[N:2]=[CH:1][C:10]4[C:5]([CH:4]=3)=[CH:6][CH:7]=[CH:8][CH:9]=4)=[O:13])[NH:47][C:46]=2[CH:45]=[C:44]([CH2:52][CH2:53][CH3:54])[CH:43]=1)=[O:41]. The yield is 0.750. (6) The reactants are [CH:1]1[C:10]2[C:5](=[CH:6][C:7]([C:11]3[S:15][C:14]([NH2:16])=[N:13][N:12]=3)=[CH:8][CH:9]=2)[CH:4]=[CH:3][N:2]=1.C1C2C(=CC(C(O)=O)=CC=2)C=CN=1.ClC1C=NC=C2SC(C(O)=O)=CC=12.[C:43]([O:47][C:48]([N:50]1[CH2:54][CH2:53][C@H:52]([C:55]2[CH:60]=[CH:59][CH:58]=[CH:57][CH:56]=2)[C@@H:51]1[C:61](O)=[O:62])=[O:49])([CH3:46])([CH3:45])[CH3:44].C(Cl)CCl.C1C=CC2N(O)N=NC=2C=1.CCN(C(C)C)C(C)C.[NH4+].[Cl-]. The catalyst is CN(C=O)C.C(Cl)Cl.O. The product is [CH:1]1[C:10]2[C:5](=[CH:6][C:7]([C:11]3[S:15][C:14]([NH:16][C:61]([C@H:51]4[C@@H:52]([C:55]5[CH:56]=[CH:57][CH:58]=[CH:59][CH:60]=5)[CH2:53][CH2:54][N:50]4[C:48]([O:47][C:43]([CH3:46])([CH3:45])[CH3:44])=[O:49])=[O:62])=[N:13][N:12]=3)=[CH:8][CH:9]=2)[CH:4]=[CH:3][N:2]=1. The yield is 0.300.